From a dataset of Forward reaction prediction with 1.9M reactions from USPTO patents (1976-2016). Predict the product of the given reaction. (1) Given the reactants [Cl:1][C:2]1[CH:3]=[C:4]([CH:34]=[CH:35][C:36]=1[Cl:37])[CH2:5][N:6]([CH2:14][CH2:15][N:16]1[C:25]2[C:20]([C:21](=[O:27])[NH:22][C:23](=[O:26])[N:24]=2)=[N:19][C:18]2[CH:28]=[C:29]([CH3:33])[C:30]([CH3:32])=[CH:31][C:17]1=2)C(=O)OC(C)(C)C.[ClH:38].CCOCC, predict the reaction product. The product is: [ClH:1].[Cl:1][C:2]1[CH:3]=[C:4]([CH:34]=[CH:35][C:36]=1[Cl:37])[CH2:5][NH:6][CH2:14][CH2:15][N:16]1[C:25]2[C:20]([C:21](=[O:27])[NH:22][C:23](=[O:26])[N:24]=2)=[N:19][C:18]2[CH:28]=[C:29]([CH3:33])[C:30]([CH3:32])=[CH:31][C:17]1=2.[ClH:38]. (2) Given the reactants [C:1]([C:4]1[CH:20]=[CH:19][C:7]2[CH2:8][CH2:9][N:10]([C:13](=[O:18])[C:14]([F:17])([F:16])[F:15])[CH2:11][CH2:12][C:6]=2[C:5]=1[OH:21])(=O)[CH3:2].B(F)(F)F.CCOCC.C([BH3-])#N.[Na+].C([SiH](CC)CC)C, predict the reaction product. The product is: [CH2:1]([C:4]1[CH:20]=[CH:19][C:7]2[CH2:8][CH2:9][N:10]([C:13](=[O:18])[C:14]([F:17])([F:15])[F:16])[CH2:11][CH2:12][C:6]=2[C:5]=1[OH:21])[CH3:2]. (3) Given the reactants C([O:3][C:4](=[O:30])[C@H:5]([CH2:26][CH:27]([CH3:29])[CH3:28])[NH:6][C:7]([O:9][CH2:10][CH2:11][O:12][CH2:13][CH2:14][O:15][CH2:16][CH2:17][O:18][CH2:19][CH2:20][O:21][CH2:22][CH2:23][O:24][CH3:25])=[O:8])C.C(OC(=O)[C@H](CC(C)C)N)C, predict the reaction product. The product is: [CH3:25][O:24][CH2:23][CH2:22][O:21][CH2:20][CH2:19][O:18][CH2:17][CH2:16][O:15][CH2:14][CH2:13][O:12][CH2:11][CH2:10][O:9][C:7]([NH:6][C@H:5]([C:4]([OH:30])=[O:3])[CH2:26][CH:27]([CH3:28])[CH3:29])=[O:8].